Predict the reaction yield, written as a fraction of the theoretical maximum amount of product (1.0 means a 100% yield; for example, 0.34 means a 34% yield). From a dataset of Reaction yield outcomes from USPTO patents with 853,638 reactions. The reactants are [CH3:1][N:2]([CH2:16][C:17]1[CH:26]=[CH:25][C:24]2[C:19](=[CH:20][CH:21]=[CH:22][CH:23]=2)[N:18]=1)[CH2:3][CH2:4][N:5]1C(=O)C2C(=CC=CC=2)C1=O.NN. The catalyst is C(O)C. The product is [CH3:1][N:2]([CH2:16][C:17]1[CH:26]=[CH:25][C:24]2[C:19](=[CH:20][CH:21]=[CH:22][CH:23]=2)[N:18]=1)[CH2:3][CH2:4][NH2:5]. The yield is 1.00.